This data is from Reaction yield outcomes from USPTO patents with 853,638 reactions. The task is: Predict the reaction yield, written as a fraction of the theoretical maximum amount of product (1.0 means a 100% yield; for example, 0.34 means a 34% yield). (1) The reactants are [O:1]=[C:2]1[CH2:7][CH2:6][N:5]([C:8]([O:10][CH2:11][C:12]2[CH:17]=[CH:16][CH:15]=[CH:14][CH:13]=2)=[O:9])[CH2:4][CH2:3]1.C[Si]([N-][Si](C)(C)C)(C)C.[Li+].[F:28][C:29]([F:48])([F:47])[S:30](N(C1C=CC=CC=1)[S:30]([C:29]([F:48])([F:47])[F:28])(=[O:32])=[O:31])(=[O:32])=[O:31]. The catalyst is C1COCC1. The product is [F:28][C:29]([F:48])([F:47])[S:30]([O:1][C:2]1[CH2:3][CH2:4][N:5]([C:8]([O:10][CH2:11][C:12]2[CH:17]=[CH:16][CH:15]=[CH:14][CH:13]=2)=[O:9])[CH2:6][CH:7]=1)(=[O:32])=[O:31]. The yield is 0.810. (2) The reactants are [Si:1]([O:18][CH2:19][CH2:20][N:21]([CH2:52][CH3:53])[C:22](=[O:51])[CH2:23][C@@H:24]([NH:33][C:34]1[CH:39]=[CH:38][C:37]([S:40](=[O:43])(=[O:42])[NH2:41])=[CH:36][C:35]=1[S:44]([C:47]([F:50])([F:49])[F:48])(=[O:46])=[O:45])[CH2:25][S:26][C:27]1[CH:32]=[CH:31][CH:30]=[CH:29][CH:28]=1)([C:14]([CH3:17])([CH3:16])[CH3:15])([C:8]1[CH:13]=[CH:12][CH:11]=[CH:10][CH:9]=1)[C:2]1[CH:7]=[CH:6][CH:5]=[CH:4][CH:3]=1.C1(SC[C@H](NC2C=CC(S(=O)(=O)N)=CC=2S(C(F)(F)F)(=O)=O)CC(O)=O)C=CC=CC=1.[Si:85]([O:102]CCNCC[O:102][Si:85]([C:98]([CH3:99])([CH3:101])[CH3:100])([C:92]1[CH:93]=[CH:94][CH:95]=[CH:96][CH:97]=1)[C:86]1[CH:91]=[CH:90][CH:89]=[CH:88][CH:87]=1)([C:98]([CH3:101])([CH3:100])[CH3:99])([C:92]1[CH:97]=[CH:96][CH:95]=[CH:94][CH:93]=1)[C:86]1[CH:91]=[CH:90][CH:89]=[CH:88][CH:87]=1. No catalyst specified. The product is [Si:1]([O:18][CH2:19][CH2:20][N:21]([CH2:52][CH2:53][O:102][Si:85]([C:98]([CH3:101])([CH3:100])[CH3:99])([C:92]1[CH:93]=[CH:94][CH:95]=[CH:96][CH:97]=1)[C:86]1[CH:91]=[CH:90][CH:89]=[CH:88][CH:87]=1)[C:22](=[O:51])[CH2:23][C@@H:24]([NH:33][C:34]1[CH:39]=[CH:38][C:37]([S:40](=[O:42])(=[O:43])[NH2:41])=[CH:36][C:35]=1[S:44]([C:47]([F:50])([F:48])[F:49])(=[O:46])=[O:45])[CH2:25][S:26][C:27]1[CH:32]=[CH:31][CH:30]=[CH:29][CH:28]=1)([C:14]([CH3:15])([CH3:16])[CH3:17])([C:2]1[CH:7]=[CH:6][CH:5]=[CH:4][CH:3]=1)[C:8]1[CH:9]=[CH:10][CH:11]=[CH:12][CH:13]=1. The yield is 0.830. (3) The product is [Br:1][C:2]1[CH:3]=[C:4]2[C:9](=[CH:10][CH:11]=1)[CH:8]=[C:7]([O:12][CH2:14][CH2:15][N:16]1[CH2:20][CH2:19][CH2:18][C:17]1=[O:21])[CH:6]=[CH:5]2. The yield is 0.210. No catalyst specified. The reactants are [Br:1][C:2]1[CH:3]=[C:4]2[C:9](=[CH:10][CH:11]=1)[CH:8]=[C:7]([OH:12])[CH:6]=[CH:5]2.O[CH2:14][CH2:15][N:16]1[CH2:20][CH2:19][CH2:18][C:17]1=[O:21].